From a dataset of Reaction yield outcomes from USPTO patents with 853,638 reactions. Predict the reaction yield, written as a fraction of the theoretical maximum amount of product (1.0 means a 100% yield; for example, 0.34 means a 34% yield). (1) The reactants are [I:1][C:2]1[CH:7]=[CH:6][N:5]=[C:4]([C:8]([OH:10])=O)[CH:3]=1.[CH:11]([N:14](CC)[CH:15](C)[CH3:16])(C)[CH3:12].CC(C)(C)C(Cl)=O.C(NCC)C. The catalyst is ClCCl.O. The product is [CH2:11]([N:14]([CH2:15][CH3:16])[C:8]([C:4]1[CH:3]=[C:2]([I:1])[CH:7]=[CH:6][N:5]=1)=[O:10])[CH3:12]. The yield is 0.720. (2) The catalyst is CN(C=O)C. The product is [F:14][C:6]1[CH:5]=[C:4]([N:15]2[C@@H:19]([C:20]3[C:21]([F:34])=[CH:22][C:23]4[NH:27][C:26]([C@@H:28]5[CH2:32][CH2:31][CH2:30][N:29]5[C:81](=[O:80])[C@@H:82]([NH:77][C:86]([O:85][CH3:84])=[O:87])[CH:66]([CH3:67])[CH3:71])=[N:25][C:24]=4[CH:33]=3)[CH2:18][CH2:17][C@@H:16]2[C:35]2[C:36]([F:49])=[CH:37][C:38]3[NH:42][C:41]([C@@H:43]4[CH2:47][CH2:46][CH2:45][N:44]4[C:56](=[O:57])[C@@H:55]([NH:54][C:52](=[O:53])[O:51][CH3:50])[CH:59]([CH3:61])[CH3:60])=[N:40][C:39]=3[CH:48]=2)[CH:3]=[C:2]([F:1])[C:7]=1[N:8]1[CH2:13][CH2:12][CH2:11][CH2:10][CH2:9]1. The yield is 0.461. The reactants are [F:1][C:2]1[CH:3]=[C:4]([N:15]2[C@@H:19]([C:20]3[C:21]([F:34])=[CH:22][C:23]4[N:27]=[C:26]([C@@H:28]5[CH2:32][CH2:31][CH2:30][NH:29]5)[NH:25][C:24]=4[CH:33]=3)[CH2:18][CH2:17][C@@H:16]2[C:35]2[C:36]([F:49])=[CH:37][C:38]3[N:42]=[C:41]([C@@H:43]4[CH2:47][CH2:46][CH2:45][NH:44]4)[NH:40][C:39]=3[CH:48]=2)[CH:5]=[C:6]([F:14])[C:7]=1[N:8]1[CH2:13][CH2:12][CH2:11][CH2:10][CH2:9]1.[CH3:50][O:51][C:52]([NH:54][C@@H:55]([CH:59]([CH3:61])[CH3:60])[C:56](O)=[O:57])=[O:53].C(Cl)CCl.[CH:66]1[CH:67]=CC2N(O)N=NC=2[CH:71]=1.C[N:77]1[CH2:82][CH2:81][O:80]CC1.C[CH2:84][O:85][C:86](C)=[O:87]. (3) The reactants are [NH2:1][C:2]1[CH:10]=[C:9]([O:11][CH3:12])[CH:8]=[C:7]([O:13][CH3:14])[C:3]=1[C:4]([NH2:6])=[O:5].[CH3:15][S:16]([C:18]1[CH:23]=[CH:22][C:21]([C:24]2[CH:25]=[C:26]([CH:33]=O)[CH:27]=[C:28]3[C:32]=2[NH:31][CH:30]=[CH:29]3)=[CH:20][CH:19]=1)=[O:17].OS([O-])=O.[Na+].O.C1(C)C=CC(S(O)(=O)=O)=CC=1. The catalyst is CN(C)C(=O)C. The product is [CH3:14][O:13][C:7]1[CH:8]=[C:9]([O:11][CH3:12])[CH:10]=[C:2]2[C:3]=1[C:4](=[O:5])[NH:6][C:33]([C:26]1[CH:27]=[C:28]3[C:32](=[C:24]([C:21]4[CH:20]=[CH:19][C:18]([S:16]([CH3:15])=[O:17])=[CH:23][CH:22]=4)[CH:25]=1)[NH:31][CH:30]=[CH:29]3)=[N:1]2. The yield is 0.420. (4) The reactants are [CH:1]([N:4]1[C:8]([C:9]2[N:18]=[C:17]3[N:11]([CH2:12][CH2:13][O:14][C:15]4[CH:22]=[C:21]([N:23]5[CH2:28][CH2:27][CH2:26][CH2:25][CH:24]5[C:29](O)=[O:30])[CH:20]=[CH:19][C:16]=43)[CH:10]=2)=[N:7][CH:6]=[N:5]1)([CH3:3])[CH3:2].CC[N:34]=C=NCCCN(C)C.C1C=CC2N(O)N=NC=2C=1.CCN(C(C)C)C(C)C.[Cl-].[NH4+]. The catalyst is CN(C=O)C. The product is [CH:1]([N:4]1[C:8]([C:9]2[N:18]=[C:17]3[C:16]4[CH:19]=[CH:20][C:21]([N:23]5[CH2:28][CH2:27][CH2:26][CH2:25][CH:24]5[C:29]([NH2:34])=[O:30])=[CH:22][C:15]=4[O:14][CH2:13][CH2:12][N:11]3[CH:10]=2)=[N:7][CH:6]=[N:5]1)([CH3:3])[CH3:2]. The yield is 0.0600. (5) The reactants are C([O-])([O-])=O.[Cs+].[Cs+].Br[C:8]1[CH:9]=[C:10]([C:15]2[N:16]=[N:17][N:18]([CH:20]([CH3:22])[CH3:21])[CH:19]=2)[C:11]([NH2:14])=[N:12][CH:13]=1.C[O:24][C:25]([C:27]1[CH:32]=[CH:31][C:30](B(O)O)=[CH:29][C:28]=1[CH3:36])=[O:26].[Li+].[OH-]. The catalyst is O1CCOCC1.O.C1C=CC([P]([Pd]([P](C2C=CC=CC=2)(C2C=CC=CC=2)C2C=CC=CC=2)([P](C2C=CC=CC=2)(C2C=CC=CC=2)C2C=CC=CC=2)[P](C2C=CC=CC=2)(C2C=CC=CC=2)C2C=CC=CC=2)(C2C=CC=CC=2)C2C=CC=CC=2)=CC=1. The product is [NH2:14][C:11]1[N:12]=[CH:13][C:8]([C:30]2[CH:31]=[CH:32][C:27]([C:25]([OH:26])=[O:24])=[C:28]([CH3:36])[CH:29]=2)=[CH:9][C:10]=1[C:15]1[N:16]=[N:17][N:18]([CH:20]([CH3:22])[CH3:21])[CH:19]=1. The yield is 0.587. (6) The reactants are [C:1]([C:3]1[CH:4]=[C:5]([CH:9]=[C:10]([N+:12]([O-:14])=[O:13])[CH:11]=1)[C:6](Cl)=[O:7])#[N:2].[C:15]([C:17]1[CH:18]=[C:19]([CH:23]=[C:24]([N+:26]([O-])=O)C=1)C(O)=O)#[N:16].C([N:31](CC)CC)C. The catalyst is ClCCl. The product is [N:26]1[CH:24]=[CH:23][CH:19]=[CH:18][C:17]=1[C:15]1[N:16]=[C:6]([C:5]2[CH:9]=[C:10]([N+:12]([O-:14])=[O:13])[CH:11]=[C:3]([C:1]#[N:2])[CH:4]=2)[O:7][N:31]=1. The yield is 0.500. (7) The yield is 0.940. The catalyst is CN(C)C=O. The reactants are Br[C:2]1[CH:7]=[CH:6][C:5]([Br:8])=[CH:4][N:3]=1.[CH3:9][S-:10].[Na+].O. The product is [Br:8][C:5]1[CH:6]=[CH:7][C:2]([S:10][CH3:9])=[N:3][CH:4]=1.